From a dataset of Cav3 T-type calcium channel HTS with 100,875 compounds. Binary Classification. Given a drug SMILES string, predict its activity (active/inactive) in a high-throughput screening assay against a specified biological target. (1) The drug is S(c1nc(cc(c2ccccc2)c1C#N)c1ccccc1)Cc1oc(nn1)c1ccccc1. The result is 0 (inactive). (2) The molecule is OC(=O)CCCNC1=Nc2c(CCC1)cccc2. The result is 0 (inactive). (3) The molecule is Brc1cc(C(=O)COC(=O)Cn2nnc3c2cccc3)ccc1OC. The result is 0 (inactive). (4) The drug is S(=O)(=O)(Nc1sc(nn1)C)C. The result is 0 (inactive).